From a dataset of NCI-60 drug combinations with 297,098 pairs across 59 cell lines. Regression. Given two drug SMILES strings and cell line genomic features, predict the synergy score measuring deviation from expected non-interaction effect. (1) Drug 1: COC1=NC(=NC2=C1N=CN2C3C(C(C(O3)CO)O)O)N. Drug 2: CC1=C(N=C(N=C1N)C(CC(=O)N)NCC(C(=O)N)N)C(=O)NC(C(C2=CN=CN2)OC3C(C(C(C(O3)CO)O)O)OC4C(C(C(C(O4)CO)O)OC(=O)N)O)C(=O)NC(C)C(C(C)C(=O)NC(C(C)O)C(=O)NCCC5=NC(=CS5)C6=NC(=CS6)C(=O)NCCC[S+](C)C)O. Cell line: LOX IMVI. Synergy scores: CSS=31.6, Synergy_ZIP=1.73, Synergy_Bliss=0.225, Synergy_Loewe=-27.9, Synergy_HSA=-0.569. (2) Drug 2: CC12CCC3C(C1CCC2OP(=O)(O)O)CCC4=C3C=CC(=C4)OC(=O)N(CCCl)CCCl.[Na+]. Cell line: SNB-75. Synergy scores: CSS=-0.543, Synergy_ZIP=-2.93, Synergy_Bliss=-6.04, Synergy_Loewe=-9.09, Synergy_HSA=-8.96. Drug 1: CC1=C(C(CCC1)(C)C)C=CC(=CC=CC(=CC(=O)O)C)C. (3) Drug 1: CC1OCC2C(O1)C(C(C(O2)OC3C4COC(=O)C4C(C5=CC6=C(C=C35)OCO6)C7=CC(=C(C(=C7)OC)O)OC)O)O. Synergy scores: CSS=44.2, Synergy_ZIP=-3.55, Synergy_Bliss=-4.40, Synergy_Loewe=-2.87, Synergy_HSA=0.726. Cell line: HOP-62. Drug 2: C1=NC2=C(N1)C(=S)N=C(N2)N. (4) Drug 1: CCC1(CC2CC(C3=C(CCN(C2)C1)C4=CC=CC=C4N3)(C5=C(C=C6C(=C5)C78CCN9C7C(C=CC9)(C(C(C8N6C)(C(=O)OC)O)OC(=O)C)CC)OC)C(=O)OC)O. Drug 2: C1=CC=C(C=C1)NC(=O)CCCCCCC(=O)NO. Cell line: HCT116. Synergy scores: CSS=79.2, Synergy_ZIP=-1.13, Synergy_Bliss=-3.76, Synergy_Loewe=-4.97, Synergy_HSA=-0.187. (5) Drug 1: C1CC(=O)NC(=O)C1N2CC3=C(C2=O)C=CC=C3N. Drug 2: COC1=NC(=NC2=C1N=CN2C3C(C(C(O3)CO)O)O)N. Cell line: HCC-2998. Synergy scores: CSS=2.93, Synergy_ZIP=1.77, Synergy_Bliss=2.58, Synergy_Loewe=1.38, Synergy_HSA=0.778. (6) Drug 1: CC(C1=C(C=CC(=C1Cl)F)Cl)OC2=C(N=CC(=C2)C3=CN(N=C3)C4CCNCC4)N. Drug 2: C1=NC2=C(N1)C(=S)N=C(N2)N. Cell line: KM12. Synergy scores: CSS=68.5, Synergy_ZIP=4.36, Synergy_Bliss=3.55, Synergy_Loewe=5.26, Synergy_HSA=9.24.